From a dataset of Forward reaction prediction with 1.9M reactions from USPTO patents (1976-2016). Predict the product of the given reaction. (1) Given the reactants [Br-:1].[Br-].C1(P(C2C=CC=CC=2)C2C=CC=CC=2)C=CC=CC=1.[CH2:22]([O:29][CH2:30][CH2:31][O:32][CH2:33][C:34]1[CH:35]=[C:36]([CH2:40][CH2:41]OC2CCCCO2)[CH:37]=[CH:38][CH:39]=1)[C:23]1[CH:28]=[CH:27][CH:26]=[CH:25][CH:24]=1, predict the reaction product. The product is: [CH2:22]([O:29][CH2:30][CH2:31][O:32][CH2:33][C:34]1[CH:39]=[CH:38][CH:37]=[C:36]([CH2:40][CH2:41][Br:1])[CH:35]=1)[C:23]1[CH:28]=[CH:27][CH:26]=[CH:25][CH:24]=1. (2) Given the reactants [CH2:1]([O:3][C:4]([C:6]1[C:7](Cl)=[N:8][C:9]([C:12]2[CH:13]=[N:14][CH:15]=[CH:16][CH:17]=2)=[N:10][CH:11]=1)=[O:5])[CH3:2].[C:19]([C:21]1[CH:22]=[C:23]([OH:27])[CH:24]=[CH:25][CH:26]=1)#[N:20].C([O-])([O-])=O.[Cs+].[Cs+], predict the reaction product. The product is: [CH2:1]([O:3][C:4]([C:6]1[C:7]([O:27][C:23]2[CH:24]=[CH:25][CH:26]=[C:21]([C:19]#[N:20])[CH:22]=2)=[N:8][C:9]([C:12]2[CH:13]=[N:14][CH:15]=[CH:16][CH:17]=2)=[N:10][CH:11]=1)=[O:5])[CH3:2]. (3) Given the reactants [CH2:1]([O:3][C:4]([C:6]1[N:7]([CH2:14][C:15]2[CH:20]=[CH:19][CH:18]=[CH:17][CH:16]=2)[CH:8]=[C:9]([C:12]#[N:13])[C:10]=1[NH2:11])=[O:5])[CH3:2].[CH2:21]([N:28]=[C:29]=[O:30])[C:22]1[CH:27]=[CH:26][CH:25]=[CH:24][CH:23]=1, predict the reaction product. The product is: [CH2:1]([O:3][C:4]([C:6]1[N:7]([CH2:14][C:15]2[CH:16]=[CH:17][CH:18]=[CH:19][CH:20]=2)[CH:8]=[C:9]([C:12]#[N:13])[C:10]=1[NH:11][C:29]([NH:28][CH2:21][C:22]1[CH:27]=[CH:26][CH:25]=[CH:24][CH:23]=1)=[O:30])=[O:5])[CH3:2]. (4) Given the reactants [CH3:1][CH:2]([C:8]#[N:9])[C:3]([O:5][CH2:6][CH3:7])=[O:4].[NH2:10][OH:11], predict the reaction product. The product is: [NH2:9]/[C:8](=[N:10]\[OH:11])/[CH:2]([CH3:1])[C:3]([O:5][CH2:6][CH3:7])=[O:4]. (5) Given the reactants [Cl:1][C:2]1[N:7]=[CH:6][C:5]([C:8]([NH:10][C:11]2[CH:16]=[CH:15][C:14]([CH3:17])=[C:13]([C:18]3[C:19]4[CH:31]=[CH:30][C:29](=[O:32])[N:28]([C:33]5[C:38]([F:39])=[CH:37][CH:36]=[CH:35][C:34]=5[F:40])[C:20]=4[N:21]=[C:22](S(C)(=O)=O)[N:23]=3)[CH:12]=2)=[O:9])=[CH:4][CH:3]=1.Cl.Cl.[NH:43]1[CH:47]=[CH:46][N:45]=[C:44]1[CH2:48][NH2:49], predict the reaction product. The product is: [Cl:1][C:2]1[N:7]=[CH:6][C:5]([C:8]([NH:10][C:11]2[CH:16]=[CH:15][C:14]([CH3:17])=[C:13]([C:18]3[C:19]4[CH:31]=[CH:30][C:29](=[O:32])[N:28]([C:33]5[C:38]([F:39])=[CH:37][CH:36]=[CH:35][C:34]=5[F:40])[C:20]=4[N:21]=[C:22]([NH:49][CH2:48][C:44]4[NH:43][CH:47]=[CH:46][N:45]=4)[N:23]=3)[CH:12]=2)=[O:9])=[CH:4][CH:3]=1.